From a dataset of Peptide-MHC class II binding affinity with 134,281 pairs from IEDB. Regression. Given a peptide amino acid sequence and an MHC pseudo amino acid sequence, predict their binding affinity value. This is MHC class II binding data. (1) The peptide sequence is ILDLWVYHTQGYFPD. The MHC is DRB5_0101 with pseudo-sequence DRB5_0101. The binding affinity (normalized) is 0.0723. (2) The binding affinity (normalized) is 0.407. The MHC is DRB1_1001 with pseudo-sequence DRB1_1001. The peptide sequence is RNVFDEVIPTAFSIG. (3) The peptide sequence is GIVEQCCTSICSLYQ. The MHC is DRB1_0401 with pseudo-sequence DRB1_0401. The binding affinity (normalized) is 0.141. (4) The peptide sequence is VGAATGAATAATGGY. The MHC is HLA-DPA10103-DPB10401 with pseudo-sequence HLA-DPA10103-DPB10401. The binding affinity (normalized) is 0. (5) The peptide sequence is NLYKLHGGHVSCRVK. The MHC is DRB1_0701 with pseudo-sequence DRB1_0701. The binding affinity (normalized) is 0.664. (6) The peptide sequence is FTVQKGSDPKKLVLD. The MHC is HLA-DQA10401-DQB10402 with pseudo-sequence HLA-DQA10401-DQB10402. The binding affinity (normalized) is 0.0298. (7) The peptide sequence is NQEILELAQSETCSP. The MHC is HLA-DPA10301-DPB10402 with pseudo-sequence HLA-DPA10301-DPB10402. The binding affinity (normalized) is 0.268. (8) The peptide sequence is PIVKDASIQVVSAIR. The MHC is DRB1_0101 with pseudo-sequence DRB1_0101. The binding affinity (normalized) is 0.497. (9) The peptide sequence is SPLLTEGFKLLSSLV. The MHC is DRB1_0101 with pseudo-sequence DRB1_0101. The binding affinity (normalized) is 1.00. (10) The peptide sequence is KNPVVDGNPTVDIEE. The MHC is DRB4_0103 with pseudo-sequence DRB4_0103. The binding affinity (normalized) is 0.